Dataset: Reaction yield outcomes from USPTO patents with 853,638 reactions. Task: Predict the reaction yield, written as a fraction of the theoretical maximum amount of product (1.0 means a 100% yield; for example, 0.34 means a 34% yield). (1) The reactants are [NH:1]1[C:5]2=[N:6][CH:7]=[CH:8][CH:9]=[C:4]2[CH:3]=[CH:2]1.[H-].[Na+].Cl.[CH3:13][N:14]([CH3:18])[CH2:15][CH2:16]Cl. The catalyst is CN(C=O)C. The product is [CH3:13][N:14]([CH3:18])[CH2:15][CH2:16][N:1]1[C:5]2=[N:6][CH:7]=[CH:8][CH:9]=[C:4]2[CH:3]=[CH:2]1. The yield is 0.810. (2) The reactants are [CH3:1][O:2][CH2:3][CH2:4][OH:5].[H-].[Na+].[Br:8][C:9]1[C:10](Cl)=[N:11][CH:12]=[C:13]([N+:15]([O-:17])=[O:16])[CH:14]=1. The product is [Br:8][C:9]1[C:10]([O:5][CH2:4][CH2:3][O:2][CH3:1])=[N:11][CH:12]=[C:13]([N+:15]([O-:17])=[O:16])[CH:14]=1. The catalyst is C1COCC1. The yield is 0.740. (3) The reactants are C(N(CC)CC)C.[CH2:8]([CH:11]([CH2:15][CH2:16][CH3:17])[C:12](Cl)=[O:13])[CH2:9][CH3:10].[CH2:18]([O:20][C:21]#[CH:22])[CH3:19]. The catalyst is C1(C)C=CC=CC=1. The product is [CH2:21]([O:20][C:18]1[C:11]([CH2:15][CH2:16][CH3:17])([CH2:8][CH2:9][CH3:10])[C:12](=[O:13])[CH:19]=1)[CH3:22]. The yield is 0.670. (4) The reactants are [C:1]1([S:7]([N:10]2[C:14]3=[N:15][CH:16]=[CH:17][CH:18]=[C:13]3[CH:12]=[C:11]2[C:19](OS(C2C=CC(C)=CC=2)(=O)=O)=[CH:20][CH:21]2[CH2:25][CH2:24][CH2:23][CH2:22]2)(=[O:9])=[O:8])[CH:6]=[CH:5][CH:4]=[CH:3][CH:2]=1.[CH3:37][S:38]([NH:41][C:42]1[CH:47]=[CH:46][C:45](B2OC(C)(C)C(C)(C)O2)=[CH:44][CH:43]=1)(=[O:40])=[O:39].C(=O)([O-])[O-].[Na+].[Na+]. The catalyst is O1CCOCC1.C(OCC)(=O)C.Cl[Pd](Cl)([P](C1C=CC=CC=1)(C1C=CC=CC=1)C1C=CC=CC=1)[P](C1C=CC=CC=1)(C1C=CC=CC=1)C1C=CC=CC=1. The product is [C:1]1([S:7]([N:10]2[C:14]3=[N:15][CH:16]=[CH:17][CH:18]=[C:13]3[CH:12]=[C:11]2[C:19]([C:45]2[CH:44]=[CH:43][C:42]([NH:41][S:38]([CH3:37])(=[O:39])=[O:40])=[CH:47][CH:46]=2)=[CH:20][CH:21]2[CH2:22][CH2:23][CH2:24][CH2:25]2)(=[O:9])=[O:8])[CH:6]=[CH:5][CH:4]=[CH:3][CH:2]=1. The yield is 0.960.